Task: Predict the reaction yield, written as a fraction of the theoretical maximum amount of product (1.0 means a 100% yield; for example, 0.34 means a 34% yield).. Dataset: Reaction yield outcomes from USPTO patents with 853,638 reactions (1) The yield is 0.820. The reactants are [C:1]1([NH:7][C@@H:8]([CH3:13])[CH2:9][C:10]([NH2:12])=[O:11])[CH:6]=[CH:5][CH:4]=[CH:3][CH:2]=1.Cl[C:15]([O:17][CH2:18][C:19]1[CH:24]=[CH:23][CH:22]=[CH:21][CH:20]=1)=[O:16].CC(C)([O-])C.[Li+]. The product is [CH2:18]([O:17][C:15](=[O:16])[NH:12][C:10](=[O:11])[CH2:9][C@@H:8]([NH:7][C:1]1[CH:6]=[CH:5][CH:4]=[CH:3][CH:2]=1)[CH3:13])[C:19]1[CH:24]=[CH:23][CH:22]=[CH:21][CH:20]=1. The catalyst is C1COCC1. (2) The reactants are [Br:1][C:2]1[CH:3]=[C:4]([C:8]([NH:13]C(=O)OC(C)(C)C)([CH3:12])[CH2:9][NH:10][CH3:11])[CH:5]=[CH:6][CH:7]=1. The catalyst is C(O)(C(F)(F)F)=O.C(Cl)Cl. The product is [Br:1][C:2]1[CH:3]=[C:4]([C:8]([NH2:13])([CH3:12])[CH2:9][NH:10][CH3:11])[CH:5]=[CH:6][CH:7]=1. The yield is 0.760. (3) The reactants are [N:1]1[C:2]([C:10]2[C:11]([NH2:17])=[N:12][CH:13]=[C:14]([Br:16])[N:15]=2)=[N:3][N:4]2[CH:9]=[CH:8][CH:7]=[CH:6][C:5]=12.[CH3:18][C:19]([O:22][C:23](O[C:23]([O:22][C:19]([CH3:21])([CH3:20])[CH3:18])=[O:24])=[O:24])([CH3:21])[CH3:20]. The catalyst is C(Cl)Cl.CN(C1C=CN=CC=1)C. The product is [C:19]([O:22][C:23]([N:17]([C:11]1[C:10]([C:2]2[N:1]=[C:5]3[CH:6]=[CH:7][CH:8]=[CH:9][N:4]3[N:3]=2)=[N:15][C:14]([Br:16])=[CH:13][N:12]=1)[C:23](=[O:24])[O:22][C:19]([CH3:21])([CH3:20])[CH3:18])=[O:24])([CH3:21])([CH3:20])[CH3:18]. The yield is 0.590. (4) The reactants are CC(C)([O-])C.[K+].[CH2:7]([N:14]([CH2:18][C:19]1[C:24](Cl)=[N:23][C:22]([N:26]([CH3:31])[CH:27]([CH3:30])[CH2:28][CH3:29])=[CH:21][N:20]=1)[CH2:15][CH2:16][OH:17])[C:8]1[CH:13]=[CH:12][CH:11]=[CH:10][CH:9]=1.O. The catalyst is CN(C=O)C. The product is [CH2:7]([N:14]1[CH2:18][C:19]2[N:20]=[CH:21][C:22]([N:26]([CH3:31])[CH:27]([CH3:30])[CH2:28][CH3:29])=[N:23][C:24]=2[O:17][CH2:16][CH2:15]1)[C:8]1[CH:13]=[CH:12][CH:11]=[CH:10][CH:9]=1. The yield is 0.770. (5) The reactants are [OH:1][C:2]1[CH:9]=[CH:8][CH:7]=[CH:6][C:3]=1[CH:4]=O.C([O-])([O-])=O.[K+].[K+].Cl[CH2:17][C:18](=[O:20])[CH3:19]. The catalyst is CC#N.C(Cl)Cl. The product is [O:1]1[C:2]2[CH:9]=[CH:8][CH:7]=[CH:6][C:3]=2[CH:4]=[C:17]1[C:18](=[O:20])[CH3:19]. The yield is 0.390. (6) The reactants are [Cl:1][C:2]1[CH:3]=[C:4]([OH:9])[CH:5]=[C:6]([F:8])[CH:7]=1.[OH-].[Ca+2].[OH-].[C:13](=O)([O-])[O-:14].[Na+].[Na+].C(Cl)(Cl)Cl.Cl. The catalyst is O. The product is [Cl:1][C:2]1[CH:3]=[C:4]([OH:9])[CH:5]=[C:6]([F:8])[C:7]=1[CH:13]=[O:14]. The yield is 0.150. (7) The reactants are [CH3:1][O:2][C:3]1[CH:12]=[CH:11][C:10]2[C:5](=[CH:6][N+:7]3[CH2:20][CH2:19][C:18]4[C:13](=[CH:14][C:15]5[O:23][CH2:22][O:21][C:16]=5[CH:17]=4)[C:8]=3[CH:9]=2)[C:4]=1[O:24][CH3:25].[Cl-].[CH2:27]([Mg]Cl)[CH:28]=[CH2:29]. The catalyst is C(OCC)C. The product is [CH2:29]([CH:6]1[N:7]2[CH2:20][CH2:19][C:18]3[C:13]([C:8]2=[CH:9][C:10]2[CH:11]=[CH:12][C:3]([O:2][CH3:1])=[C:4]([O:24][CH3:25])[C:5]1=2)=[CH:14][C:15]1[O:23][CH2:22][O:21][C:16]=1[CH:17]=3)[CH:28]=[CH2:27]. The yield is 0.490.